Binary Classification. Given a miRNA mature sequence and a target amino acid sequence, predict their likelihood of interaction. From a dataset of Experimentally validated miRNA-target interactions with 360,000+ pairs, plus equal number of negative samples. The miRNA is cgr-miR-29b-3p with sequence UAGCACCAUUUGAAAUCAGUGUU. The protein sequence of the target gene is MEMTEMTGVSLKRGALVVEDNDSGVPVEETKKQKLSECSLTKGQDGLQNDFLSISEDVPRPPDTVSTGKGGKNSEAQLEDEEEEEEDGLSEECEEEESESFADMMKHGLTEADVGITKFVSSHQGFSGILKERYSDFVVHEIGKDGRISHLNDLSIPVDEEDPSEDIFTVLTAEEKQRLEELQLFKNKETSVAIEVIEDTKEKRTIIHQAIKSLFPGLETKTEDREGKKYIVAYHAAGKKALANPRKHSWPKSRGSYCHFVLYKENKDTMDAINVLSKYLRVKPNIFSYMGTKDKRAITV.... Result: 0 (no interaction).